Dataset: Full USPTO retrosynthesis dataset with 1.9M reactions from patents (1976-2016). Task: Predict the reactants needed to synthesize the given product. (1) Given the product [C:2]([O:8][C:7]1[CH:6]=[CH:5][C:4]([CH2:9][CH2:10][NH:11][C:12]([C:14]23[CH2:21][CH:20]4[CH2:19][CH:18]([CH2:17][C:16]([C:24]5[CH:25]=[CH:26][C:27]([Cl:30])=[CH:28][CH:29]=5)([CH2:22]4)[CH2:15]2)[CH2:23]3)=[O:13])=[CH:3][C:2]=1[O:1][C:12](=[O:13])[CH2:14][CH2:15][CH3:16])(=[O:1])[CH2:7][CH2:6][CH3:5], predict the reactants needed to synthesize it. The reactants are: [OH:1][C:2]1[CH:3]=[C:4]([CH2:9][CH2:10][NH:11][C:12]([C:14]23[CH2:23][CH:18]4[CH2:19][CH:20]([CH2:22][C:16]([C:24]5[CH:29]=[CH:28][C:27]([Cl:30])=[CH:26][CH:25]=5)([CH2:17]4)[CH2:15]2)[CH2:21]3)=[O:13])[CH:5]=[CH:6][C:7]=1[OH:8]. (2) The reactants are: Cl([O-])=O.[Na+].[OH2:5].P([O-])(O)(O)=O.[Na+].[Cl:12][C:13]1[N:14]=[C:15]([CH2:20][CH2:21][CH2:22][CH3:23])[NH:16][C:17]=1[CH:18]=[O:19].CC(=CC)C. Given the product [CH2:20]([C:15]1[NH:16][C:17]([C:18]([OH:5])=[O:19])=[C:13]([Cl:12])[N:14]=1)[CH2:21][CH2:22][CH3:23], predict the reactants needed to synthesize it. (3) Given the product [CH2:1]([O:8][C:9]([N:11]1[CH2:15][CH2:14][CH2:13][C@H:12]1[C:16]([N:19]1[C:27]2[C:22](=[CH:23][CH:24]=[CH:25][CH:26]=2)[CH2:21][CH2:20]1)=[O:17])=[O:10])[C:2]1[CH:7]=[CH:6][CH:5]=[CH:4][CH:3]=1, predict the reactants needed to synthesize it. The reactants are: [CH2:1]([O:8][C:9]([N:11]1[CH2:15][CH2:14][CH2:13][C@H:12]1[C:16](Cl)=[O:17])=[O:10])[C:2]1[CH:7]=[CH:6][CH:5]=[CH:4][CH:3]=1.[NH:19]1[C:27]2[C:22](=[CH:23][CH:24]=[CH:25][CH:26]=2)[CH2:21][CH2:20]1.N1C=CC=CC=1. (4) Given the product [F:1][C:2]([F:36])([CH2:28][CH2:29][C:30]1[CH:31]=[CH:32][CH:33]=[CH:34][CH:35]=1)[CH2:3][C:4]1[C:5]([CH3:27])=[N:6][O:7][C:8]=1[C:9]1[CH:14]=[CH:13][C:12]([C:15]2[CH:20]=[CH:19][C:18]([C:21]3([C:24]([NH:45][S:42]([CH3:41])(=[O:44])=[O:43])=[O:25])[CH2:23][CH2:22]3)=[CH:17][CH:16]=2)=[CH:11][CH:10]=1, predict the reactants needed to synthesize it. The reactants are: [F:1][C:2]([F:36])([CH2:28][CH2:29][C:30]1[CH:35]=[CH:34][CH:33]=[CH:32][CH:31]=1)[CH2:3][C:4]1[C:5]([CH3:27])=[N:6][O:7][C:8]=1[C:9]1[CH:14]=[CH:13][C:12]([C:15]2[CH:20]=[CH:19][C:18]([C:21]3([C:24](O)=[O:25])[CH2:23][CH2:22]3)=[CH:17][CH:16]=2)=[CH:11][CH:10]=1.S(Cl)(Cl)=O.[CH3:41][S:42]([NH2:45])(=[O:44])=[O:43].[H-].[Na+]. (5) The reactants are: C([N:8](CC1C=CC=CC=1)[CH:9]1[CH2:13][CH:12]([C:14]2[N:18]3[C:19]4[CH:25]=[CH:24][N:23]([CH2:26][O:27][CH2:28][CH2:29][Si:30]([CH3:33])([CH3:32])[CH3:31])[C:20]=4[N:21]=[CH:22][C:17]3=[N:16][CH:15]=2)[CH:11]([CH3:34])[CH2:10]1)C1C=CC=CC=1.[H][H]. Given the product [CH3:34][CH:11]1[CH:12]([C:14]2[N:18]3[C:19]4[CH:25]=[CH:24][N:23]([CH2:26][O:27][CH2:28][CH2:29][Si:30]([CH3:33])([CH3:32])[CH3:31])[C:20]=4[N:21]=[CH:22][C:17]3=[N:16][CH:15]=2)[CH2:13][CH:9]([NH2:8])[CH2:10]1, predict the reactants needed to synthesize it.